This data is from Reaction yield outcomes from USPTO patents with 853,638 reactions. The task is: Predict the reaction yield, written as a fraction of the theoretical maximum amount of product (1.0 means a 100% yield; for example, 0.34 means a 34% yield). (1) The product is [Cl:1][C:2]1[CH:30]=[CH:29][C:5]2[N:6]([C:9]3[S:13][C:12]([C:14](=[O:15])[CH3:31])=[C:11]([O:20][CH2:21][C:22]4[CH:27]=[CH:26][CH:25]=[CH:24][C:23]=4[CH3:28])[CH:10]=3)[CH:7]=[N:8][C:4]=2[CH:3]=1. The catalyst is O1CCCC1. The reactants are [Cl:1][C:2]1[CH:30]=[CH:29][C:5]2[N:6]([C:9]3[S:13][C:12]([C:14](N(OC)C)=[O:15])=[C:11]([O:20][CH2:21][C:22]4[CH:27]=[CH:26][CH:25]=[CH:24][C:23]=4[CH3:28])[CH:10]=3)[CH:7]=[N:8][C:4]=2[CH:3]=1.[CH3:31][Mg]Br. The yield is 0.980. (2) The reactants are [O:1]=[C:2]([C:6]1([C:9]([F:12])([F:11])[F:10])[CH2:8][CH2:7]1)[CH2:3][C:4]#[N:5].S(O)(O)(=O)=O.[NH2:18]O.C(=O)([O-])O.[Na+].Cl. The catalyst is CO.O. The product is [F:12][C:9]([F:10])([F:11])[C:6]1([C:2]2[O:1][N:5]=[C:4]([NH2:18])[CH:3]=2)[CH2:8][CH2:7]1. The yield is 0.640. (3) The reactants are [H-].[Na+].[CH3:3][CH:4]([SH:7])[CH2:5][CH3:6].Cl[C:9]1[C:14]([CH2:15][CH3:16])=[N:13][C:12]([C:17]2[CH:22]=[CH:21][C:20]([O:23][CH3:24])=[CH:19][C:18]=2[O:25][CH3:26])=[C:11]([CH2:27][CH3:28])[N:10]=1. The catalyst is C1COCC1. The product is [CH:4]([S:7][C:9]1[C:14]([CH2:15][CH3:16])=[N:13][C:12]([C:17]2[CH:22]=[CH:21][C:20]([O:23][CH3:24])=[CH:19][C:18]=2[O:25][CH3:26])=[C:11]([CH2:27][CH3:28])[N:10]=1)([CH2:5][CH3:6])[CH3:3]. The yield is 0.510. (4) The reactants are [OH:1][C:2]1[CH:3]=[C:4]([CH:19]=[C:20]([OH:23])[C:21]=1[OH:22])[C:5]([NH:7][CH2:8][CH2:9][C:10]1[CH:15]=[CH:14][C:13]([N+:16]([O-])=O)=[CH:12][CH:11]=1)=[O:6].CC(C1C=C(C=C(C(C)(C)C)C=1O)C(NCC1C=CC([N+]([O-])=O)=CC=1)=O)(C)C. No catalyst specified. The product is [OH:1][C:2]1[CH:3]=[C:4]([CH:19]=[C:20]([OH:23])[C:21]=1[OH:22])[C:5]([NH:7][CH2:8][CH2:9][C:10]1[CH:11]=[CH:12][C:13]([NH2:16])=[CH:14][CH:15]=1)=[O:6]. The yield is 0.890.